This data is from Peptide-MHC class II binding affinity with 134,281 pairs from IEDB. The task is: Regression. Given a peptide amino acid sequence and an MHC pseudo amino acid sequence, predict their binding affinity value. This is MHC class II binding data. (1) The peptide sequence is DVLREPHLYTFSFRN. The MHC is HLA-DPA10301-DPB10402 with pseudo-sequence HLA-DPA10301-DPB10402. The binding affinity (normalized) is 0.527. (2) The peptide sequence is VATLSEALRIIAGTL. The MHC is DRB1_1201 with pseudo-sequence DRB1_1201. The binding affinity (normalized) is 0.671. (3) The MHC is DRB1_0404 with pseudo-sequence DRB1_0404. The binding affinity (normalized) is 0.491. The peptide sequence is IFSQNMNIKLQMPLY. (4) The peptide sequence is TDVLRYVILVGAAFA. The MHC is DRB1_0301 with pseudo-sequence DRB1_0301. The binding affinity (normalized) is 0.0461. (5) The peptide sequence is LEVLNFDFQANAQLS. The MHC is DRB1_0301 with pseudo-sequence DRB1_0301. The binding affinity (normalized) is 0.373.